This data is from Reaction yield outcomes from USPTO patents with 853,638 reactions. The task is: Predict the reaction yield, written as a fraction of the theoretical maximum amount of product (1.0 means a 100% yield; for example, 0.34 means a 34% yield). The reactants are [C:1]([C:5]1[O:9][N:8]=[C:7]([NH:10][C:11]([NH:13][C:14]2[CH:19]=[CH:18][CH:17]=[C:16]([S:20][C:21]3[C:30]4[C:25](=[CH:26][C:27]([O:41][CH3:42])=[C:28]([O:31][CH2:32][CH2:33][CH2:34][N:35]5[CH2:40][CH2:39]C[CH2:37][CH2:36]5)[CH:29]=4)[N:24]=[CH:23][N:22]=3)[CH:15]=2)=[O:12])[CH:6]=1)([CH3:4])([CH3:3])[CH3:2].N1CC[O:46]CC1.C(N(C(C)C)CC)(C)C. The catalyst is [I-].C([N+](CCCC)(CCCC)CCCC)CCC. The product is [C:1]([C:5]1[O:9][N:8]=[C:7]([NH:10][C:11]([NH:13][C:14]2[CH:19]=[CH:18][CH:17]=[C:16]([S:20][C:21]3[C:30]4[C:25](=[CH:26][C:27]([O:41][CH3:42])=[C:28]([O:31][CH2:32][CH2:33][CH2:34][N:35]5[CH2:36][CH2:37][O:46][CH2:39][CH2:40]5)[CH:29]=4)[N:24]=[CH:23][N:22]=3)[CH:15]=2)=[O:12])[CH:6]=1)([CH3:4])([CH3:2])[CH3:3]. The yield is 0.220.